From a dataset of Forward reaction prediction with 1.9M reactions from USPTO patents (1976-2016). Predict the product of the given reaction. (1) Given the reactants [CH3:1][O:2][C:3]1[CH:8]=[C:7]([O:9][CH3:10])[CH:6]=[CH:5][C:4]=1[CH2:11][C:12]([OH:14])=O.C1N=C[N:17](C(N2C=NC=C2)=O)[CH:16]=1.CN.C(OCC)(=O)C, predict the reaction product. The product is: [CH3:1][O:2][C:3]1[CH:8]=[C:7]([O:9][CH3:10])[CH:6]=[CH:5][C:4]=1[CH2:11][C:12]([NH:17][CH3:16])=[O:14]. (2) Given the reactants [CH3:1][C:2]1[CH:39]=[CH:38][CH:37]=[CH:36][C:3]=1[C:4]([NH:6][C:7]1[CH:8]=[C:9]([CH:23]=[C:24]([NH:26][C:27](=[O:35])[C:28]2[CH:33]=[CH:32][CH:31]=[CH:30][C:29]=2[CH3:34])[CH:25]=1)[C:10]([NH:12][C:13]1[N:18]=[CH:17][C:16]([C:19]([O:21]C)=[O:20])=[CH:15][CH:14]=1)=[O:11])=[O:5].[OH-].[Li+], predict the reaction product. The product is: [CH3:1][C:2]1[CH:39]=[CH:38][CH:37]=[CH:36][C:3]=1[C:4]([NH:6][C:7]1[CH:8]=[C:9]([CH:23]=[C:24]([NH:26][C:27](=[O:35])[C:28]2[CH:33]=[CH:32][CH:31]=[CH:30][C:29]=2[CH3:34])[CH:25]=1)[C:10]([NH:12][C:13]1[N:18]=[CH:17][C:16]([C:19]([OH:21])=[O:20])=[CH:15][CH:14]=1)=[O:11])=[O:5]. (3) Given the reactants [O:1]1[CH2:5][C:4](=O)[N:3]=[C-:2]1.[H-].[Na+].[CH3:9][O:10][C:11](=[O:29])[CH2:12][C:13]1[CH:18]=[CH:17][CH:16]=[C:15]([O:19][C:20]2[CH:25]=[CH:24][C:23]([Br:26])=[CH:22][C:21]=2[CH2:27]Br)[CH:14]=1.Cl.[O:31]1CCOCC1, predict the reaction product. The product is: [CH3:9][O:10][C:11](=[O:29])[CH2:12][C:13]1[CH:18]=[CH:17][CH:16]=[C:15]([O:19][C:20]2[CH:25]=[CH:24][C:23]([Br:26])=[CH:22][C:21]=2[CH2:27][N:3]2[CH2:4][CH2:5][O:1][C:2]2=[O:31])[CH:14]=1. (4) Given the reactants [N+:1]([C:4]1[CH:9]=[CH:8][CH:7]=[C:6]([N+:10]([O-:12])=[O:11])[C:5]=1[CH2:13][CH:14]([OH:19])[C:15]([O:17][CH3:18])=[O:16])([O-:3])=[O:2].C(N(CC)CC)C.[CH3:27][S:28](Cl)(=[O:30])=[O:29].C(=O)([O-])O.[Na+], predict the reaction product. The product is: [N+:1]([C:4]1[CH:9]=[CH:8][CH:7]=[C:6]([N+:10]([O-:12])=[O:11])[C:5]=1[CH2:13][CH:14]([O:19][S:28]([CH3:27])(=[O:30])=[O:29])[C:15]([O:17][CH3:18])=[O:16])([O-:3])=[O:2]. (5) Given the reactants [CH2:1]([O:3][C:4](=[O:33])[CH:5]([C:7]1[C:12]([F:13])=[CH:11][CH:10]=[C:9]([O:14][Si:15]([C:28]([CH3:31])([CH3:30])[CH3:29])([C:22]2[CH:27]=[CH:26][CH:25]=[CH:24][CH:23]=2)[C:16]2[CH:21]=[CH:20][CH:19]=[CH:18][CH:17]=2)[C:8]=1[F:32])[OH:6])[CH3:2].I[CH2:35][CH3:36], predict the reaction product. The product is: [CH2:1]([O:3][C:4](=[O:33])[CH:5]([C:7]1[C:12]([F:13])=[CH:11][CH:10]=[C:9]([O:14][Si:15]([C:28]([CH3:29])([CH3:31])[CH3:30])([C:16]2[CH:21]=[CH:20][CH:19]=[CH:18][CH:17]=2)[C:22]2[CH:27]=[CH:26][CH:25]=[CH:24][CH:23]=2)[C:8]=1[F:32])[O:6][CH2:35][CH3:36])[CH3:2]. (6) Given the reactants [NH2:1][C:2]1[CH:3]=[C:4]([OH:8])[CH:5]=[CH:6][CH:7]=1.[CH3:9][C:10](OC(C)=O)=[O:11].N1[CH:21]=[CH:20]C=CC=1.C([O-])(O)=[O:23].[Na+], predict the reaction product. The product is: [C:10]([O:8][C:4]1[CH:5]=[CH:6][CH:7]=[C:2]([NH:1][C:20](=[O:23])[CH3:21])[CH:3]=1)(=[O:11])[CH3:9].